This data is from Experimentally validated miRNA-target interactions with 360,000+ pairs, plus equal number of negative samples. The task is: Binary Classification. Given a miRNA mature sequence and a target amino acid sequence, predict their likelihood of interaction. (1) The miRNA is hsa-miR-129-5p with sequence CUUUUUGCGGUCUGGGCUUGC. The protein sequence of the target gene is MRPPGFLSRAPSLNRAERGIWSCSMDQREPLPPAPAENEMKYDTNNNEEEEGEQFDFDSGDEIPEADRQAPSAPETGGAGASEAPAPTGGEDGAGAETTPVAEPTKLVLPMKVNPYSVIDITPFQEDQPPTPVPSAEEENVGLHVPCGYLVPVPCGYAVPSNLPLLLPAYSSPVIICATSLDEEAETPEVTEDRQPNSLSSEEPPTSEDQVGREDSALARWAADPANTAWMENPEEAIYDDVPRENSDSEPDEMIYDDVENGDEGGNSSLEYGWSSSEFESYEEQSDSECKNGIPRSFLR.... Result: 0 (no interaction). (2) The miRNA is hsa-miR-7976 with sequence UGCCCUGAGACUUUUGCUC. The protein sequence of the target gene is MRPLDAVELAEPEEVEVLEPEEDFEQFLLPVIHEMREDIASLTRERGRAPARNRGKLWEMDNMLIQIKTQVEASEESALNHLQGAGGAEPRGPRAEKADEKAQEMAKMAEMLVQLVRRIEKSESS. Result: 0 (no interaction). (3) The miRNA is hsa-miR-335-5p with sequence UCAAGAGCAAUAACGAAAAAUGU. The protein sequence of the target gene is MMSTEQMQPLELSEDRLDKLDPRCSHLDDLSDQFIKDCDLKKKPRKGKNVQATLNVESDQKKPRRKDTPALHIPPFIPGVFSEHLIKRYDVQERHPKGKMIPVLHNTDLEQKKPRRKDTPALHMSPFAAGVTLLRDERPKAIVEDDEKDGDKIAI. Result: 1 (interaction). (4) The miRNA is hsa-miR-139-5p with sequence UCUACAGUGCACGUGUCUCCAGU. The protein sequence of the target gene is MSRRNCWICKMCRDESKRPPSNLTLEEVLQWAQSFENLMATKYGPVVYAAYLKMEHSDENIQFWMACETYKKIASRWSRISRAKKLYKIYIQPQSPREINIDSSTRETIIRNIQEPTETCFEEAQKIVYMHMERDSYPRFLKSEMYQKLLKTMQSNNSF. Result: 0 (no interaction). (5) The miRNA is mmu-miR-5135 with sequence AGGUCUAGGUGGCAAGGGCGUCCU. The protein sequence of the target gene is MSESEEISEFGYIMELLAKGKVTIKNIEKELICPACKELFTHPLILPCQHSVCHKCVKELLLSLDDSFNDVASDSSNQSSPRLRLTSPSMDKIDKINRPGWKRNSLTPRPTTFPCPGCEHDVDLGERGVSGLFRNFTLETIVERYRQAARAATAIMCDLCKPPPQESTKSCMDCSASYCNECFKIYHPWGTVKAQHEYVGPTTNFRPKVLMCPEHETERINMYCELCRRPVCHLCKLGGNHSNHRVTTMSSAYKTLKEKLSKDIDFLIGKESQVKSQISELNLLMKETECNGERAKEEAL.... Result: 1 (interaction). (6) The miRNA is mmu-miR-467f with sequence AUAUACACACACACACCUACA. The protein sequence of the target gene is MLPRKRPRSGRSRLQFLLLFLTLGCVLMMVILLHPPPPTLHQAVTAQASKHSPDTGYRLDFGDSQEWVLEAETEGDEYSLLDGLPSFISLQEDQLLVAVASPRARRSQSQGRRQGSYQFIKHRSRRWDEEALEKDWRTEEDGEESEEVLTPLGPDSDGLNKPLSARLPLRRVLPEVRHPLCLQQHPTSGLPTASVILCFHDEAWPTLLRTVHSILDTAPRALLQEIILVDDLSQQELLKSALSEYVARLEAVKLLRSNRRLGTIGARMLGATRATGDVLVFMDAHCECHPGWLEPLLSRI.... Result: 0 (no interaction).